Dataset: Full USPTO retrosynthesis dataset with 1.9M reactions from patents (1976-2016). Task: Predict the reactants needed to synthesize the given product. (1) The reactants are: [OH-:1].[K+].F[C:4]1(F)[C:8](F)=[C:7](F)[C:6](F)(F)[C:5]1(F)F. Given the product [CH:4]1([CH:8]([OH:1])[CH2:7][CH:6]=[CH2:5])[CH2:7][CH2:8][CH2:4][CH2:5][CH2:6]1, predict the reactants needed to synthesize it. (2) Given the product [C:18]([O:17][C:15]([N:11]1[CH2:12][CH2:13][CH2:14][CH:10]1[C:8]1[S:9][C:5]([C:3]([OH:4])=[O:2])=[CH:6][CH:7]=1)=[O:16])([CH3:21])([CH3:19])[CH3:20], predict the reactants needed to synthesize it. The reactants are: C[O:2][C:3]([C:5]1[S:9][C:8]([CH:10]2[CH2:14][CH2:13][CH2:12][N:11]2[C:15]([O:17][C:18]([CH3:21])([CH3:20])[CH3:19])=[O:16])=[CH:7][CH:6]=1)=[O:4].[OH-].[Li+]. (3) Given the product [CH3:8][CH:5]1[CH2:6][CH2:7][CH2:2][CH2:3][CH2:4]1.[C:50]([O:49][CH:46]([CH3:48])[CH3:47])(=[O:52])[CH3:51].[Cl:1][C:2]1[CH:7]=[CH:6][C:5]([C@@H:8]([C:27]2[CH:32]=[CH:31][CH:30]=[C:29]([C:33]3[O:34][C:35](=[O:38])[NH:36][N:37]=3)[CH:28]=2)[N:9]2[CH2:12][CH:11]([C@@H:13]([C:18]3[CH:19]=[C:20]([CH:23]=[C:24]([F:26])[CH:25]=3)[C:21]#[N:22])[C:14]([F:17])([CH3:16])[CH3:15])[CH2:10]2)=[CH:4][CH:3]=1, predict the reactants needed to synthesize it. The reactants are: [Cl:1][C:2]1[CH:7]=[CH:6][C:5]([C@@H:8]([C:27]2[CH:32]=[CH:31][CH:30]=[C:29]([C:33]3[O:34][C:35](=[O:38])[NH:36][N:37]=3)[CH:28]=2)[N:9]2[CH2:12][CH:11]([C@@H:13]([C:18]3[CH:19]=[C:20]([CH:23]=[C:24]([F:26])[CH:25]=3)[C:21]#[N:22])[C:14]([F:17])([CH3:16])[CH3:15])[CH2:10]2)=[CH:4][CH:3]=1.CC1CCCCC1.[CH:46]([O:49][C:50](=[O:52])[CH3:51])([CH3:48])[CH3:47]. (4) Given the product [C:26]([C:2]1[N:3]=[CH:4][N:5]([C:7]([C:14]2[CH:19]=[CH:18][CH:17]=[CH:16][CH:15]=2)([C:20]2[CH:25]=[CH:24][CH:23]=[CH:22][CH:21]=2)[C:8]2[CH:13]=[CH:12][CH:11]=[CH:10][CH:9]=2)[CH:6]=1)#[CH:27], predict the reactants needed to synthesize it. The reactants are: I[C:2]1[N:3]=[CH:4][N:5]([C:7]([C:20]2[CH:25]=[CH:24][CH:23]=[CH:22][CH:21]=2)([C:14]2[CH:19]=[CH:18][CH:17]=[CH:16][CH:15]=2)[C:8]2[CH:13]=[CH:12][CH:11]=[CH:10][CH:9]=2)[CH:6]=1.[CH3:26][C:27](O)(C#C)C.[OH-].[K+].